The task is: Predict the reactants needed to synthesize the given product.. This data is from Full USPTO retrosynthesis dataset with 1.9M reactions from patents (1976-2016). (1) Given the product [C:28]([O:27][C:25]([NH:24][C:20]1([C:17]2[CH:16]=[CH:15][C:14]([C:12]3[N:13]=[C:7]4[CH:6]=[C:5]([C:3]([OH:4])=[O:2])[CH:10]=[CH:9][N:8]4[C:11]=3[C:32]3[CH:37]=[CH:36][CH:35]=[CH:34][CH:33]=3)=[CH:19][CH:18]=2)[CH2:21][CH2:22][CH2:23]1)=[O:26])([CH3:31])([CH3:29])[CH3:30], predict the reactants needed to synthesize it. The reactants are: C[O:2][C:3]([C:5]1[CH:10]=[CH:9][N:8]2[C:11]([C:32]3[CH:37]=[CH:36][CH:35]=[CH:34][CH:33]=3)=[C:12]([C:14]3[CH:19]=[CH:18][C:17]([C:20]4([NH:24][C:25]([O:27][C:28]([CH3:31])([CH3:30])[CH3:29])=[O:26])[CH2:23][CH2:22][CH2:21]4)=[CH:16][CH:15]=3)[N:13]=[C:7]2[CH:6]=1)=[O:4].[OH-].[Na+]. (2) Given the product [CH2:17]([O:15][C:14](=[O:16])[CH2:13][C:9]1[CH:10]=[CH:11][CH:12]=[C:7]([OH:6])[CH:8]=1)[CH3:18], predict the reactants needed to synthesize it. The reactants are: OS(O)(=O)=O.[OH:6][C:7]1[CH:8]=[C:9]([CH2:13][C:14]([OH:16])=[O:15])[CH:10]=[CH:11][CH:12]=1.[CH3:17][CH2:18]O. (3) Given the product [NH2:1][C:2]1[CH:3]=[C:4]([C@:10]2([CH3:21])[CH2:15][C@@H:14]([C:16]([F:19])([F:18])[F:17])[O:13][C:12]([NH2:20])=[N:11]2)[C:5](=[O:8])[NH:6][CH:7]=1, predict the reactants needed to synthesize it. The reactants are: [NH2:1][C:2]1[CH:3]=[C:4]([C@:10]2([CH3:21])[CH2:15][C@@H:14]([C:16]([F:19])([F:18])[F:17])[O:13][C:12]([NH2:20])=[N:11]2)[C:5]([O:8]C)=[N:6][CH:7]=1.Cl.O1CCOCC1. (4) Given the product [Cl:1][C:2]1[N:3]=[CH:4][C:5]2[N:11]([CH3:19])[C:10](=[O:12])[CH2:9][CH2:8][N:7]([CH:13]3[CH2:17][CH2:16][CH2:15][CH2:14]3)[C:6]=2[N:18]=1, predict the reactants needed to synthesize it. The reactants are: [Cl:1][C:2]1[N:3]=[CH:4][C:5]2[NH:11][C:10](=[O:12])[CH2:9][CH2:8][N:7]([CH:13]3[CH2:17][CH2:16][CH2:15][CH2:14]3)[C:6]=2[N:18]=1.[CH3:19]I.[H-].[Na+]. (5) Given the product [Cl:1][C:2]1[C:3]([CH:14]([S:23]([C:26]2[CH:27]=[CH:28][C:29]([Cl:32])=[CH:30][CH:31]=2)(=[O:24])=[O:25])[C:15]2[CH:20]=[C:19]([F:21])[CH:18]=[CH:17][C:16]=2[F:22])=[CH:4][C:5]([CH2:8][CH2:9][C:10]([OH:12])=[O:11])=[N:6][CH:7]=1, predict the reactants needed to synthesize it. The reactants are: [Cl:1][C:2]1[C:3]([CH:14]([S:23]([C:26]2[CH:31]=[CH:30][C:29]([Cl:32])=[CH:28][CH:27]=2)(=[O:25])=[O:24])[C:15]2[CH:20]=[C:19]([F:21])[CH:18]=[CH:17][C:16]=2[F:22])=[CH:4][C:5]([CH2:8][CH2:9][C:10]([O:12]C)=[O:11])=[N:6][CH:7]=1.[OH-].[Na+].Cl.C(OCC)(=O)C. (6) Given the product [C:17]([C:16]1[CH:19]=[CH:20][N:21]=[C:14]([S:3][C:4]2[CH:5]=[C:6]([CH:10]=[CH:11][CH:12]=2)[C:7]([OH:9])=[O:8])[CH:15]=1)#[N:18], predict the reactants needed to synthesize it. The reactants are: [H-].[Na+].[SH:3][C:4]1[CH:5]=[C:6]([CH:10]=[CH:11][CH:12]=1)[C:7]([OH:9])=[O:8].Cl[C:14]1[CH:15]=[C:16]([CH:19]=[CH:20][N:21]=1)[C:17]#[N:18].Cl. (7) Given the product [C:1]([O:5][C:6]([N:8]1[CH2:13][CH2:12][CH:11]([C:14]2[CH:19]=[CH:18][CH:17]=[C:16]([C:20]([O:22][CH2:23][CH3:24])=[O:21])[CH:15]=2)[CH2:10][CH2:9]1)=[O:7])([CH3:4])([CH3:3])[CH3:2], predict the reactants needed to synthesize it. The reactants are: [C:1]([O:5][C:6]([N:8]1[CH2:13][CH:12]=[C:11]([C:14]2[CH:19]=[CH:18][CH:17]=[C:16]([C:20]([O:22][CH2:23][CH3:24])=[O:21])[CH:15]=2)[CH2:10][CH2:9]1)=[O:7])([CH3:4])([CH3:3])[CH3:2].